This data is from Full USPTO retrosynthesis dataset with 1.9M reactions from patents (1976-2016). The task is: Predict the reactants needed to synthesize the given product. (1) Given the product [Br:28][C:20]1[CH:19]=[C:18]([C:12]2([C:14]([F:15])([F:16])[F:17])[O:11][N:10]=[C:9]([C:6]3[CH:7]=[CH:8][C:3]([CH2:2][NH:1][C:35](=[O:36])[CH2:34][S:31]([CH3:30])(=[O:33])=[O:32])=[C:4]([Cl:29])[CH:5]=3)[CH2:13]2)[CH:23]=[C:22]([C:24]([F:27])([F:26])[F:25])[CH:21]=1, predict the reactants needed to synthesize it. The reactants are: [NH2:1][CH2:2][C:3]1[CH:8]=[CH:7][C:6]([C:9]2[CH2:13][C:12]([C:18]3[CH:23]=[C:22]([C:24]([F:27])([F:26])[F:25])[CH:21]=[C:20]([Br:28])[CH:19]=3)([C:14]([F:17])([F:16])[F:15])[O:11][N:10]=2)=[CH:5][C:4]=1[Cl:29].[CH3:30][S:31]([CH2:34][C:35](O)=[O:36])(=[O:33])=[O:32].Cl.CN(C)CCCN=C=NCC.C(=O)([O-])O.[Na+]. (2) Given the product [C:22]12([CH2:32][C:33]([NH:1][N:2]3[N:11]=[C:10]([C:12]4[CH:13]=[CH:14][C:15]([CH:18]([CH3:19])[CH3:20])=[CH:16][CH:17]=4)[C:9]4[C:4](=[CH:5][CH:6]=[CH:7][CH:8]=4)[C:3]3=[O:21])=[O:34])[CH2:29][CH:28]3[CH2:27][CH:26]([CH2:25][CH:24]([CH2:30]3)[CH2:23]1)[CH2:31]2, predict the reactants needed to synthesize it. The reactants are: [NH2:1][N:2]1[N:11]=[C:10]([C:12]2[CH:17]=[CH:16][C:15]([CH:18]([CH3:20])[CH3:19])=[CH:14][CH:13]=2)[C:9]2[C:4](=[CH:5][CH:6]=[CH:7][CH:8]=2)[C:3]1=[O:21].[C:22]12([CH2:32][C:33](O)=[O:34])[CH2:31][CH:26]3[CH2:27][CH:28]([CH2:30][CH:24]([CH2:25]3)[CH2:23]1)[CH2:29]2. (3) Given the product [CH:20]1([C:26]2[C:27]([C:28]#[N:29])=[C:12]([C:14]3[CH:19]=[CH:18][CH:17]=[CH:16][CH:15]=3)[C:3]3[C:2](=[CH:7][CH:6]=[C:5]([C:8]([F:11])([F:10])[F:9])[CH:4]=3)[N:1]=2)[CH2:25][CH2:24][CH2:23][CH2:22][CH2:21]1, predict the reactants needed to synthesize it. The reactants are: [NH2:1][C:2]1[CH:7]=[CH:6][C:5]([C:8]([F:11])([F:10])[F:9])=[CH:4][C:3]=1[C:12]([C:14]1[CH:19]=[CH:18][CH:17]=[CH:16][CH:15]=1)=O.[CH:20]1([C:26](=O)[CH2:27][C:28]#[N:29])[CH2:25][CH2:24][CH2:23][CH2:22][CH2:21]1.